From a dataset of Reaction yield outcomes from USPTO patents with 853,638 reactions. Predict the reaction yield, written as a fraction of the theoretical maximum amount of product (1.0 means a 100% yield; for example, 0.34 means a 34% yield). (1) The reactants are Br[CH2:2][C:3]([O:5][CH2:6][CH3:7])=[O:4].C(=O)([O-])[O-].[K+].[K+].[OH:14][C:15]1[CH:16]=[C:17]([CH:20]=[CH:21][CH:22]=1)[C:18]#[N:19]. The catalyst is C1COCC1. The product is [C:18]([C:17]1[CH:16]=[C:15]([O:14][CH2:2][C:3]([O:5][CH2:6][CH3:7])=[O:4])[CH:22]=[CH:21][CH:20]=1)#[N:19]. The yield is 0.990. (2) The reactants are [Cl:1][C:2]1[CH:8]=[CH:7][C:5]([NH2:6])=[CH:4][C:3]=1[C:9]([F:12])([F:11])[F:10].C(N(CC)CC)C.[C:20](Cl)(=[O:25])[C:21]([CH3:24])([CH3:23])[CH3:22]. The catalyst is C1COCC1. The product is [Cl:1][C:2]1[CH:8]=[CH:7][C:5]([NH:6][C:20](=[O:25])[C:21]([CH3:24])([CH3:23])[CH3:22])=[CH:4][C:3]=1[C:9]([F:10])([F:11])[F:12]. The yield is 0.950. (3) The reactants are [OH:1][CH:2]([CH3:5])[CH2:3][OH:4].C(N(CC)CC)C.[N+:13]([C:16]1[CH:24]=[CH:23][C:19]([C:20](Cl)=[O:21])=[CH:18][CH:17]=1)([O-:15])=[O:14].ClCCl. The catalyst is C1(C)C=CC=CC=1. The product is [N+:13]([C:16]1[CH:17]=[CH:18][C:19]([C:20]([O:4][CH2:3][CH:2]([OH:1])[CH3:5])=[O:21])=[CH:23][CH:24]=1)([O-:15])=[O:14]. The yield is 0.510. (4) The reactants are C([O:8][C:9]([C:11]1[CH:20]=[CH:19][C:14]([C:15]([O:17][CH3:18])=[O:16])=[C:13]([F:21])[CH:12]=1)=[O:10])C1C=CC=CC=1. The catalyst is C(O)C.[C].[Pd]. The product is [F:21][C:13]1[CH:12]=[C:11]([CH:20]=[CH:19][C:14]=1[C:15]([O:17][CH3:18])=[O:16])[C:9]([OH:10])=[O:8]. The yield is 1.00.